The task is: Predict which catalyst facilitates the given reaction.. This data is from Catalyst prediction with 721,799 reactions and 888 catalyst types from USPTO. (1) Reactant: [C:1]([O:7][CH2:8][CH3:9])(=[O:6])[CH2:2][C:3]([CH3:5])=[O:4].[H-].[Na+].Br[CH2:13][C:14]1[CH:19]=[CH:18][CH:17]=[C:16]([N+:20]([O-:22])=[O:21])[C:15]=1[F:23].Cl. Product: [CH2:8]([O:7][C:1](=[O:6])[CH:2]([CH2:13][C:14]1[CH:19]=[CH:18][CH:17]=[C:16]([N+:20]([O-:22])=[O:21])[C:15]=1[F:23])[C:3](=[O:4])[CH3:5])[CH3:9]. The catalyst class is: 1. (2) Reactant: [F:1][CH:2]1[CH:7]([OH:8])[CH2:6][CH2:5][N:4]([C:9]([O:11][C:12]([CH3:15])([CH3:14])[CH3:13])=[O:10])[CH2:3]1.C(N(CC)CC)C.[CH3:23][S:24](Cl)(=[O:26])=[O:25]. Product: [F:1][CH:2]1[CH:7]([O:8][S:24]([CH3:23])(=[O:26])=[O:25])[CH2:6][CH2:5][N:4]([C:9]([O:11][C:12]([CH3:15])([CH3:14])[CH3:13])=[O:10])[CH2:3]1. The catalyst class is: 2. (3) Reactant: C(OC([N:8]1[CH2:17][CH2:16][C:15]2[C:10](=[CH:11][CH:12]=[CH:13][CH:14]=2)[C@H:9]1[C:18](=[O:28])[NH:19][C:20]1[C:25]([F:26])=[CH:24][CH:23]=[CH:22][C:21]=1[Cl:27])=O)(C)(C)C.[C:29]([OH:35])([C:31]([F:34])([F:33])[F:32])=[O:30]. Product: [F:32][C:31]([F:34])([F:33])[C:29]([OH:35])=[O:30].[Cl:27][C:21]1[CH:22]=[CH:23][CH:24]=[C:25]([F:26])[C:20]=1[NH:19][C:18]([C@@H:9]1[C:10]2[C:15](=[CH:14][CH:13]=[CH:12][CH:11]=2)[CH2:16][CH2:17][NH:8]1)=[O:28]. The catalyst class is: 2. (4) Reactant: [Br:1][C:2]1[C:6](=[O:7])[N:5]([C:8]2[CH:13]=[CH:12][CH:11]=[CH:10][CH:9]=2)[N:4]([CH3:14])[C:3]=1[CH2:15][N:16]1[CH2:32][CH2:31][C:19]2([N:23]([C:24]3[CH:29]=[CH:28][CH:27]=[CH:26][CH:25]=3)[CH2:22][NH:21][C:20]2=[O:30])[CH2:18][CH2:17]1.[I:33]Cl. Product: [Br:1][C:2]1[C:6](=[O:7])[N:5]([C:8]2[CH:13]=[CH:12][CH:11]=[CH:10][CH:9]=2)[N:4]([CH3:14])[C:3]=1[CH2:15][N:16]1[CH2:32][CH2:31][C:19]2([N:23]([C:24]3[CH:25]=[CH:26][C:27]([I:33])=[CH:28][CH:29]=3)[CH2:22][NH:21][C:20]2=[O:30])[CH2:18][CH2:17]1. The catalyst class is: 240.